This data is from Buchwald-Hartwig C-N cross coupling reaction yields with 55,370 reactions. The task is: Predict the reaction yield, written as a fraction of the theoretical maximum amount of product (1.0 means a 100% yield; for example, 0.34 means a 34% yield). (1) The reactants are CCc1ccc(I)cc1.Cc1ccc(N)cc1.O=S(=O)(O[Pd]1c2ccccc2-c2ccccc2N~1)C(F)(F)F.CC(C)c1cc(C(C)C)c(-c2ccccc2P(C2CCCCC2)C2CCCCC2)c(C(C)C)c1.CN(C)C(=NC(C)(C)C)N(C)C.Cc1ccon1. No catalyst specified. The product is CCc1ccc(Nc2ccc(C)cc2)cc1. The yield is 0.505. (2) The reactants are Brc1ccccn1.Cc1ccc(N)cc1.O=S(=O)(O[Pd]1c2ccccc2-c2ccccc2N~1)C(F)(F)F.COc1ccc(OC)c(P(C(C)(C)C)C(C)(C)C)c1-c1c(C(C)C)cc(C(C)C)cc1C(C)C.CN(C)C(=NC(C)(C)C)N(C)C.c1ccc2oncc2c1. No catalyst specified. The product is Cc1ccc(Nc2ccccn2)cc1. The yield is 0.435. (3) The reactants are Brc1cccnc1.Cc1ccc(N)cc1.O=S(=O)(O[Pd]1c2ccccc2-c2ccccc2N~1)C(F)(F)F.CC(C)c1cc(C(C)C)c(-c2ccccc2P(C(C)(C)C)C(C)(C)C)c(C(C)C)c1.CCN=P(N=P(N(C)C)(N(C)C)N(C)C)(N(C)C)N(C)C.Fc1cccc(F)c1-c1ccno1. No catalyst specified. The product is Cc1ccc(Nc2cccnc2)cc1. The yield is 0.224. (4) The reactants are COc1ccc(I)cc1.Cc1ccc(N)cc1.O=S(=O)(O[Pd]1c2ccccc2-c2ccccc2N~1)C(F)(F)F.CC(C)c1cc(C(C)C)c(-c2ccccc2P(C2CCCCC2)C2CCCCC2)c(C(C)C)c1.CN1CCCN2CCCN=C12.c1ccc(-c2cnoc2)cc1. No catalyst specified. The product is COc1ccc(Nc2ccc(C)cc2)cc1. The yield is 0.0777. (5) The reactants are FC(F)(F)c1ccc(Cl)cc1.Cc1ccc(N)cc1.O=S(=O)(O[Pd]1c2ccccc2-c2ccccc2N~1)C(F)(F)F.CC(C)c1cc(C(C)C)c(-c2ccccc2P(C(C)(C)C)C(C)(C)C)c(C(C)C)c1.CCN=P(N=P(N(C)C)(N(C)C)N(C)C)(N(C)C)N(C)C.Cc1ccno1. No catalyst specified. The product is Cc1ccc(Nc2ccc(C(F)(F)F)cc2)cc1. The yield is 0.0962. (6) The reactants are Brc1cccnc1.Cc1ccc(N)cc1.O=S(=O)(O[Pd]1c2ccccc2-c2ccccc2N~1)C(F)(F)F.CC(C)c1cc(C(C)C)c(-c2ccccc2P(C2CCCCC2)C2CCCCC2)c(C(C)C)c1.CN1CCCN2CCCN=C12.Cc1ccon1. No catalyst specified. The product is Cc1ccc(Nc2cccnc2)cc1. The yield is 0.358. (7) The reactants are Brc1ccccn1.Cc1ccc(N)cc1.O=S(=O)(O[Pd]1c2ccccc2-c2ccccc2N~1)C(F)(F)F.CC(C)c1cc(C(C)C)c(-c2ccccc2P(C(C)(C)C)C(C)(C)C)c(C(C)C)c1.CN1CCCN2CCCN=C12.Cc1cc(-c2ccccc2)on1. No catalyst specified. The product is Cc1ccc(Nc2ccccn2)cc1. The yield is 0.844. (8) The reactants are CCc1ccc(Cl)cc1.Cc1ccc(N)cc1.O=S(=O)(O[Pd]1c2ccccc2-c2ccccc2N~1)C(F)(F)F.COc1ccc(OC)c(P([C@]23C[C@H]4C[C@H](C[C@H](C4)C2)C3)[C@]23C[C@H]4C[C@H](C[C@H](C4)C2)C3)c1-c1c(C(C)C)cc(C(C)C)cc1C(C)C.CN1CCCN2CCCN=C12.Cc1cc(-c2ccccc2)on1. No catalyst specified. The product is CCc1ccc(Nc2ccc(C)cc2)cc1. The yield is 0.00789. (9) The reactants are FC(F)(F)c1ccc(Cl)cc1.Cc1ccc(N)cc1.O=S(=O)(O[Pd]1c2ccccc2-c2ccccc2N~1)C(F)(F)F.COc1ccc(OC)c(P([C@]23C[C@H]4C[C@H](C[C@H](C4)C2)C3)[C@]23C[C@H]4C[C@H](C[C@H](C4)C2)C3)c1-c1c(C(C)C)cc(C(C)C)cc1C(C)C.CN(C)C(=NC(C)(C)C)N(C)C.c1ccc2nocc2c1. No catalyst specified. The product is Cc1ccc(Nc2ccc(C(F)(F)F)cc2)cc1. The yield is 0.